Predict the product of the given reaction. From a dataset of Forward reaction prediction with 1.9M reactions from USPTO patents (1976-2016). (1) Given the reactants [Br:1][C:2]1[CH:10]=[CH:9][C:5]([C:6]([OH:8])=O)=[CH:4][C:3]=1[O:11][CH:12]1[CH2:14][CH2:13]1.CN(C)C=O.S(Cl)(Cl)=O.[CH:24]1([C:27]2[CH:32]=[CH:31][N:30]=[C:29]([NH2:33])[CH:28]=2)[CH2:26][CH2:25]1, predict the reaction product. The product is: [Br:1][C:2]1[CH:10]=[CH:9][C:5]([C:6]([NH:33][C:29]2[CH:28]=[C:27]([CH:24]3[CH2:26][CH2:25]3)[CH:32]=[CH:31][N:30]=2)=[O:8])=[CH:4][C:3]=1[O:11][CH:12]1[CH2:14][CH2:13]1. (2) Given the reactants [NH:1]1[CH2:5][CH2:4][NH:3][C:2]1=[O:6].Br[CH2:8][C:9]([O:11][C:12]([CH3:15])([CH3:14])[CH3:13])=[O:10], predict the reaction product. The product is: [O:6]=[C:2]1[NH:3][CH2:4][CH2:5][N:1]1[CH2:8][C:9]([O:11][C:12]([CH3:15])([CH3:14])[CH3:13])=[O:10]. (3) Given the reactants [OH:1][C@H:2]([CH3:19])[CH2:3][CH2:4][CH2:5][CH2:6][N:7]1[C:16](=[O:17])[C:15]2[N:14]([CH3:18])[CH:13]=[N:12][C:11]=2[NH:10][C:8]1=[O:9].C(N1C2C(=O)N(CCCC[C@@H](O)C)C(=O)N(C)C=2N=C1)C1C=CC=CC=1.C(N1C2C(=O)N(CCCC[C@H](O)C)C(=O)N(C)C=2N=C1)C1C=CC=CC=1, predict the reaction product. The product is: [OH:1][C@@H:2]([CH3:19])[CH2:3][CH2:4][CH2:5][CH2:6][N:7]1[C:16](=[O:17])[C:15]2[N:14]([CH3:18])[CH:13]=[N:12][C:11]=2[NH:10][C:8]1=[O:9]. (4) Given the reactants CC1NC(C2C=C(C=CC=2C)C(OC)=O)=C(C)N=1.[CH3:19][C:20]1[CH:29]=[C:28]([CH3:30])[C:27](B2OC(C)(C)C(C)(C)O2)=[CH:26][C:21]=1[C:22]([O:24][CH3:25])=[O:23].CC1C=CC(C(OC)=O)=CC=1B1OC(C)(C)C(C)(C)O1.I[C:61]1[NH:65][C:64]([C:66]2([CH3:70])[CH2:69][O:68][CH2:67]2)=[N:63][C:62]=1[C:71]#[N:72].IC1NC(C)=NC=1C, predict the reaction product. The product is: [C:71]([C:62]1[N:63]=[C:64]([C:66]2([CH3:70])[CH2:67][O:68][CH2:69]2)[NH:65][C:61]=1[C:27]1[C:28]([CH3:30])=[CH:29][C:20]([CH3:19])=[C:21]([CH:26]=1)[C:22]([O:24][CH3:25])=[O:23])#[N:72]. (5) Given the reactants C(O[C:6](=[O:38])[CH2:7][O:8][C:9]1[C:10]([NH2:37])=[N:11][C:12]([C:16]2[C:24]3[C:19](=[CH:20][CH:21]=[CH:22][CH:23]=3)[N:18]([CH2:25][C:26]3[C:31]([F:32])=[CH:30][C:29]([O:33][CH2:34][CH3:35])=[CH:28][C:27]=3[F:36])[N:17]=2)=[N:13][C:14]=1[NH2:15])(C)(C)C.FC(F)(F)C(O)=O.C(OCC)C, predict the reaction product. The product is: [NH2:15][C:14]1[C:9]2[O:8][CH2:7][C:6](=[O:38])[NH:37][C:10]=2[N:11]=[C:12]([C:16]2[C:24]3[C:19](=[CH:20][CH:21]=[CH:22][CH:23]=3)[N:18]([CH2:25][C:26]3[C:31]([F:32])=[CH:30][C:29]([O:33][CH2:34][CH3:35])=[CH:28][C:27]=3[F:36])[N:17]=2)[N:13]=1.